Regression. Given two drug SMILES strings and cell line genomic features, predict the synergy score measuring deviation from expected non-interaction effect. From a dataset of NCI-60 drug combinations with 297,098 pairs across 59 cell lines. (1) Drug 1: C1CCN(CC1)CCOC2=CC=C(C=C2)C(=O)C3=C(SC4=C3C=CC(=C4)O)C5=CC=C(C=C5)O. Drug 2: CCC1=CC2CC(C3=C(CN(C2)C1)C4=CC=CC=C4N3)(C5=C(C=C6C(=C5)C78CCN9C7C(C=CC9)(C(C(C8N6C)(C(=O)OC)O)OC(=O)C)CC)OC)C(=O)OC.C(C(C(=O)O)O)(C(=O)O)O. Cell line: CAKI-1. Synergy scores: CSS=47.1, Synergy_ZIP=-2.77, Synergy_Bliss=-4.89, Synergy_Loewe=-6.32, Synergy_HSA=-2.48. (2) Drug 1: CC1C(C(=O)NC(C(=O)N2CCCC2C(=O)N(CC(=O)N(C(C(=O)O1)C(C)C)C)C)C(C)C)NC(=O)C3=C4C(=C(C=C3)C)OC5=C(C(=O)C(=C(C5=N4)C(=O)NC6C(OC(=O)C(N(C(=O)CN(C(=O)C7CCCN7C(=O)C(NC6=O)C(C)C)C)C)C(C)C)C)N)C. Drug 2: CCCCC(=O)OCC(=O)C1(CC(C2=C(C1)C(=C3C(=C2O)C(=O)C4=C(C3=O)C=CC=C4OC)O)OC5CC(C(C(O5)C)O)NC(=O)C(F)(F)F)O. Cell line: NCI-H460. Synergy scores: CSS=79.1, Synergy_ZIP=4.74, Synergy_Bliss=2.08, Synergy_Loewe=-16.1, Synergy_HSA=4.41. (3) Cell line: MDA-MB-231. Synergy scores: CSS=51.2, Synergy_ZIP=14.9, Synergy_Bliss=17.6, Synergy_Loewe=-45.9, Synergy_HSA=15.3. Drug 2: C1C(C(OC1N2C=C(C(=O)NC2=O)F)CO)O. Drug 1: CN(C)N=NC1=C(NC=N1)C(=O)N. (4) Drug 1: C1C(C(OC1N2C=NC(=NC2=O)N)CO)O. Drug 2: CC1C(C(CC(O1)OC2CC(CC3=C2C(=C4C(=C3O)C(=O)C5=C(C4=O)C(=CC=C5)OC)O)(C(=O)CO)O)N)O.Cl. Cell line: LOX IMVI. Synergy scores: CSS=49.8, Synergy_ZIP=0.441, Synergy_Bliss=-2.23, Synergy_Loewe=-28.2, Synergy_HSA=-1.50. (5) Synergy scores: CSS=15.6, Synergy_ZIP=-5.46, Synergy_Bliss=-0.542, Synergy_Loewe=-3.25, Synergy_HSA=-0.810. Cell line: UACC-257. Drug 2: C1=CN(C(=O)N=C1N)C2C(C(C(O2)CO)O)O.Cl. Drug 1: C1=NC2=C(N1)C(=S)N=C(N2)N.